Dataset: Full USPTO retrosynthesis dataset with 1.9M reactions from patents (1976-2016). Task: Predict the reactants needed to synthesize the given product. (1) Given the product [CH2:15]([N:22]1[C:26]([CH3:27])=[C:25]([C:29]2[CH:34]=[CH:33][CH:32]=[CH:31][CH:30]=2)[N:24]=[C:13]1[C:8]1[N:9]=[C:10]([NH:11][CH3:12])[C:5]2[N:6]([C:2]([CH3:1])=[N:3][N:4]=2)[CH:7]=1)[C:16]1[CH:21]=[CH:20][CH:19]=[CH:18][CH:17]=1, predict the reactants needed to synthesize it. The reactants are: [CH3:1][C:2]1[N:6]2[CH:7]=[C:8]([CH:13]=O)[N:9]=[C:10]([NH:11][CH3:12])[C:5]2=[N:4][N:3]=1.[CH2:15]([NH2:22])[C:16]1[CH:21]=[CH:20][CH:19]=[CH:18][CH:17]=1.O[N:24]=[C:25]([C:29]1[CH:34]=[CH:33][CH:32]=[CH:31][CH:30]=1)[C:26](=O)[CH3:27].O. (2) Given the product [OH:5][CH2:4][CH:3]1[O:18][C:17]2=[C:16]([C:19]([O:21][CH2:22][CH3:23])=[O:20])[S:15][C:14]([C:24]([O:26][CH2:27][CH3:28])=[O:25])=[C:13]2[O:12][CH2:1]1, predict the reactants needed to synthesize it. The reactants are: [CH2:1]([CH:3]1[O:5][CH2:4]1)Br.C(=O)([O-])[O-].[K+].[K+].[OH:12][C:13]1[C:17]([OH:18])=[C:16]([C:19]([O:21][CH2:22][CH3:23])=[O:20])[S:15][C:14]=1[C:24]([O:26][CH2:27][CH3:28])=[O:25].C=CC. (3) Given the product [Cl:25][C:24]1[C:18]2[NH:17][C:16]([N:4]3[CH2:3][CH2:2][N:1]([C:7]4[C:12]([CH2:13][OH:14])=[CH:11][CH:10]=[CH:9][N:8]=4)[CH2:6][CH2:5]3)=[N:20][C:19]=2[CH:21]=[C:22]([C:26]([F:29])([F:28])[F:27])[CH:23]=1, predict the reactants needed to synthesize it. The reactants are: [N:1]1([C:7]2[C:12]([CH2:13][OH:14])=[CH:11][CH:10]=[CH:9][N:8]=2)[CH2:6][CH2:5][NH:4][CH2:3][CH2:2]1.Cl[C:16]1[NH:20][C:19]2[CH:21]=[C:22]([C:26]([F:29])([F:28])[F:27])[CH:23]=[C:24]([Cl:25])[C:18]=2[N:17]=1. (4) Given the product [ClH:33].[ClH:33].[ClH:33].[C:1]([N:4]1[CH2:9][CH2:8][N:7]([C:10]2[CH:11]=[CH:12][C:13]([CH2:16][CH2:17][C:18]3[CH:19]=[C:20]([CH2:23][CH2:24][C:25]([NH:30][NH2:31])=[O:27])[S:21][CH:22]=3)=[N:14][CH:15]=2)[CH2:6][CH2:5]1)(=[O:3])[CH3:2], predict the reactants needed to synthesize it. The reactants are: [C:1]([N:4]1[CH2:9][CH2:8][N:7]([C:10]2[CH:11]=[CH:12][C:13]([CH2:16][CH2:17][C:18]3[CH:19]=[C:20]([CH2:23][CH2:24][C:25]([O:27]C)=O)[S:21][CH:22]=3)=[N:14][CH:15]=2)[CH2:6][CH2:5]1)(=[O:3])[CH3:2].O.[NH2:30][NH2:31].C(Cl)(Cl)[Cl:33]. (5) Given the product [N+:12]([C:8]1[C:7]2[B:15]([OH:16])[O:19][CH2:18][C:6]=2[CH:11]=[CH:10][CH:9]=1)([O-:14])=[O:13], predict the reactants needed to synthesize it. The reactants are: C(OC[C:6]1[CH:11]=[CH:10][CH:9]=[C:8]([N+:12]([O-:14])=[O:13])[C:7]=1[B:15]1[O:19][C:18](C)(C)C(C)(C)[O:16]1)(=O)C.[OH-].[Na+].Cl.